Dataset: Full USPTO retrosynthesis dataset with 1.9M reactions from patents (1976-2016). Task: Predict the reactants needed to synthesize the given product. (1) Given the product [C:30]1([O:36][C:37](=[O:38])[NH:22][C:18]2[CH:19]=[CH:20][CH:21]=[C:16]([C:8]3[C:7]([C:4]4[CH:5]=[CH:6][N:1]=[CH:2][CH:3]=4)=[C:11]4[S:12][CH2:13][CH2:14][CH2:15][N:10]4[N:9]=3)[CH:17]=2)[CH:35]=[CH:34][CH:33]=[CH:32][CH:31]=1, predict the reactants needed to synthesize it. The reactants are: [N:1]1[CH:6]=[CH:5][C:4]([C:7]2[C:8]([C:16]3[CH:17]=[C:18]([NH2:22])[CH:19]=[CH:20][CH:21]=3)=[N:9][N:10]3[CH2:15][CH2:14][CH2:13][S:12][C:11]=23)=[CH:3][CH:2]=1.C(N(CC)CC)C.[C:30]1([O:36][C:37](Cl)=[O:38])[CH:35]=[CH:34][CH:33]=[CH:32][CH:31]=1. (2) Given the product [Cl:31][C:32]1[C:41]2[C:36](=[CH:37][C:38]([S:42]([N:6]([CH2:5][C:4]3[CH:12]=[CH:13][C:14]([O:16][CH3:17])=[CH:15][C:3]=3[O:2][CH3:1])[C:7]3[S:11][N:10]=[CH:9][N:8]=3)(=[O:44])=[O:43])=[CH:39][CH:40]=2)[CH:35]=[CH:34][N:33]=1, predict the reactants needed to synthesize it. The reactants are: [CH3:1][O:2][C:3]1[CH:15]=[C:14]([O:16][CH3:17])[CH:13]=[CH:12][C:4]=1[CH2:5][NH:6][C:7]1[S:11][N:10]=[CH:9][N:8]=1.C(=O)=O.C[Si]([N-][Si](C)(C)C)(C)C.[Li+].[Cl:31][C:32]1[C:41]2[C:36](=[CH:37][C:38]([S:42](Cl)(=[O:44])=[O:43])=[CH:39][CH:40]=2)[CH:35]=[CH:34][N:33]=1. (3) The reactants are: [C:1]([O:5][C:6]([N:8]1[CH2:17][CH2:16][C:15]2[NH:14][N:13]=[C:12]([C:18]3[CH:23]=[CH:22][C:21]([Cl:24])=[CH:20][CH:19]=3)[C:11]=2[CH2:10][CH2:9]1)=[O:7])([CH3:4])([CH3:3])[CH3:2].[H-].[Na+].Cl[CH:28]1[CH2:31][CH2:30][CH2:29]1. Given the product [C:1]([O:5][C:6]([N:8]1[CH2:17][CH2:16][C:15]2[C:11](=[C:12]([C:18]3[CH:23]=[CH:22][C:21]([Cl:24])=[CH:20][CH:19]=3)[N:13]([CH:28]3[CH2:31][CH2:30][CH2:29]3)[N:14]=2)[CH2:10][CH2:9]1)=[O:7])([CH3:4])([CH3:2])[CH3:3], predict the reactants needed to synthesize it. (4) The reactants are: [CH:1]1([NH:4][C:5]([NH:7][C:8]2[CH:13]=[CH:12][C:11]([O:14][C:15]3[CH:20]=[CH:19][N:18]=[C:17]4[CH:21]=[C:22]([C:24]5[CH:29]=[CH:28][C:27]([CH2:30][N:31]6[CH2:36][CH2:35][NH:34][CH2:33][CH2:32]6)=[CH:26][N:25]=5)[S:23][C:16]=34)=[C:10]([F:37])[CH:9]=2)=[O:6])[CH2:3][CH2:2]1.C(N(CC)CC)C.Cl[CH2:46][C:47](Cl)=[O:48].[CH3:50][N:51]([CH3:55])[CH2:52][CH2:53][NH2:54]. Given the product [CH:1]1([NH:4][C:5]([NH:7][C:8]2[CH:13]=[CH:12][C:11]([O:14][C:15]3[CH:20]=[CH:19][N:18]=[C:17]4[CH:21]=[C:22]([C:24]5[CH:29]=[CH:28][C:27]([CH2:30][N:31]6[CH2:32][CH2:33][N:34]([C:47](=[O:48])[CH2:46][NH:54][CH2:53][CH2:52][N:51]([CH3:55])[CH3:50])[CH2:35][CH2:36]6)=[CH:26][N:25]=5)[S:23][C:16]=34)=[C:10]([F:37])[CH:9]=2)=[O:6])[CH2:3][CH2:2]1, predict the reactants needed to synthesize it. (5) Given the product [CH2:38]([O:37][C:35]([NH:45][C@@H:46]([CH2:47][C:48]1[CH:53]=[CH:52][C:51]([OH:54])=[CH:50][CH:49]=1)[C:55]([NH:11][C@H:12]([C:16]1[O:17][C:18]([C:25]2[C:33]3[C:28](=[C:29]([Br:34])[CH:30]=[CH:31][CH:32]=3)[NH:27][CH:26]=2)=[C:19]([C:21]([O:23][CH3:24])=[O:22])[N:20]=1)[CH:13]([CH3:15])[CH3:14])=[O:56])=[O:36])[C:39]1[CH:40]=[CH:41][CH:42]=[CH:43][CH:44]=1, predict the reactants needed to synthesize it. The reactants are: C(N(C(C)C)CC)(C)C.Br.[NH2:11][C@H:12]([C:16]1[O:17][C:18]([C:25]2[C:33]3[C:28](=[C:29]([Br:34])[CH:30]=[CH:31][CH:32]=3)[NH:27][CH:26]=2)=[C:19]([C:21]([O:23][CH3:24])=[O:22])[N:20]=1)[CH:13]([CH3:15])[CH3:14].[C:35]([NH:45][C@H:46]([C:55](O)=[O:56])[CH2:47][C:48]1[CH:53]=[CH:52][C:51]([OH:54])=[CH:50][CH:49]=1)([O:37][CH2:38][C:39]1[CH:44]=[CH:43][CH:42]=[CH:41][CH:40]=1)=[O:36].CN(C(ON1N=NC2C=CC=CC1=2)=[N+](C)C)C.[B-](F)(F)(F)F.C([O-])(O)=O.[Na+]. (6) Given the product [CH:1]([N:4]1[C:9](=[O:10])[CH:8]=[CH:7][C:6]([C:11]2[CH2:12][CH2:13][C:14](=[O:15])[NH:31][C:19]=2[C:20]2[CH:25]=[CH:24][CH:23]=[CH:22][CH:21]=2)=[N:5]1)([CH3:3])[CH3:2], predict the reactants needed to synthesize it. The reactants are: [CH:1]([N:4]1[C:9](=[O:10])[CH:8]=[CH:7][C:6]([CH:11]([C:19](=O)[C:20]2[CH:25]=[CH:24][CH:23]=[CH:22][CH:21]=2)[CH2:12][CH2:13][C:14](OCC)=[O:15])=[N:5]1)([CH3:3])[CH3:2].C([O-])(=O)C.[NH4+:31]. (7) The reactants are: C(O[C:4]([C:6]1[C:11]([NH:12][C:13](=[O:24])[CH2:14][C:15]2[C:20]([F:21])=[CH:19][C:18]([F:22])=[CH:17][C:16]=2[F:23])=[C:10](CC)[CH:9]=[CH:8][N:7]=1)=[O:5])C.C(=O)([O-])[O-].[K+].[K+]. Given the product [F:21][C:20]1[CH:19]=[C:18]([F:22])[CH:17]=[C:16]([F:23])[C:15]=1[CH:14]1[C:4](=[O:5])[C:6]2[C:11](=[CH:10][CH:9]=[CH:8][N:7]=2)[NH:12][C:13]1=[O:24], predict the reactants needed to synthesize it.